Dataset: Experimentally validated miRNA-target interactions with 360,000+ pairs, plus equal number of negative samples. Task: Binary Classification. Given a miRNA mature sequence and a target amino acid sequence, predict their likelihood of interaction. (1) The miRNA is hsa-miR-587 with sequence UUUCCAUAGGUGAUGAGUCAC. The protein sequence of the target gene is MAANMYRVGDYVYFENSSSNPYLVRRIEELNKTANGNVEAKVVCLFRRRDISSSLNSLADSNAREFEEESKQPGVSEQQRHQLKHRELFLSRQFESLPATHIRGKCSVTLLNETDILSQYLEKEDCFFYSLVFDPVQKTLLADQGEIRVGCKYQAEIPDRLVEGESDNRNQQKMEMKVWDPDNPLTDRQIDQFLVVARAVGTFARALDCSSSIRQPSLHMSAAAASRDITLFHAMDTLQRNGYDLAKAMSTLVPQGGPVLCRDEMEEWSASEAMLFEEALEKYGKDFNDIRQDFLPWKSL.... Result: 0 (no interaction). (2) The miRNA is hsa-miR-6720-5p with sequence UUCCAGCCCUGGUAGGCGCCGCG. Result: 0 (no interaction). The protein sequence of the target gene is MSASAATGVFVLSLSAIPVTYIFNHLAAQHDSWTIVGVAALILLLVALLARVLVRRKPPRDPLFYVYAVFGFTSVVNLIIGLEQDGIIDGFMTHYLREGEPYLNTAYGHMICYWDGSVHYLMYLVMVAAIAWEESYRTIGLYWVGSIIMSIVVFVPGNIVGKYGTRICPAFFLSIPYTCLPVWAGFRIYNQPSENYNYPSKVLQEAQAKALLRRPFDLVLVLCLFLATGFCLFRGLIALDCPAELCRLYTQFQEPYLKDPAAYPKIQMLAYMFYSVPYFVIALYGLVVPGCSWMPDITLV.... (3) The miRNA is hsa-miR-25-3p with sequence CAUUGCACUUGUCUCGGUCUGA. The protein sequence of the target gene is MRVAAATAAAGAGPAMAVWTRATKAGLVELLLRERWVRVVAELSGESLSLTGDAAAAELEPALGPAAAAFNGLPNGGGAGDSLPGSPSRGLGPPSPPAPPRGPAGEAGASPPVRRVRVVKQEAGGLGISIKGGRENRMPILISKIFPGLAADQSRALRLGDAILSVNGTDLRQATHDQAVQALKRAGKEVLLEVKFIREVTPYIKKPSLVSDLPWEGAAPQSPSFSGSEDSGSPKHQNSTKDRKIIPLKMCFAARNLSMPDLENRLIELHSPDSRNTLILRCKDTATAHSWFVAIHTNIM.... Result: 1 (interaction).